Dataset: Reaction yield outcomes from USPTO patents with 853,638 reactions. Task: Predict the reaction yield, written as a fraction of the theoretical maximum amount of product (1.0 means a 100% yield; for example, 0.34 means a 34% yield). (1) The reactants are [N:1]1[CH:6]=[CH:5][CH:4]=[CH:3][C:2]=1[C:7]#[C:8][CH2:9][CH2:10]O.[C:12]1(=[O:22])[C:21]2[C:16](=[CH:17][CH:18]=[CH:19][CH:20]=2)[CH:15]=[N:14][NH:13]1. No catalyst specified. The product is [N:1]1[CH:6]=[CH:5][CH:4]=[CH:3][C:2]=1[C:7]#[C:8][CH2:9][CH2:10][N:13]1[N:14]=[CH:15][C:16]2[C:21](=[CH:20][CH:19]=[CH:18][CH:17]=2)[C:12]1=[O:22]. The yield is 0.110. (2) The reactants are [NH2:1][C:2]1[CH:7]=[CH:6][CH:5]=[CH:4][C:3]=1[S:8][CH2:9][C:10]1[CH:19]=[CH:18][CH:17]=[CH:16][C:11]=1[C:12]([O:14][CH3:15])=[O:13].[O:20]1[C:24]2[CH:25]=[CH:26][CH:27]=[CH:28][C:23]=2[CH:22]=[C:21]1[S:29](Cl)(=[O:31])=[O:30]. The catalyst is N1C=CC=CC=1. The product is [O:20]1[C:24]2[CH:25]=[CH:26][CH:27]=[CH:28][C:23]=2[CH:22]=[C:21]1[S:29]([NH:1][C:2]1[CH:7]=[CH:6][CH:5]=[CH:4][C:3]=1[S:8][CH2:9][C:10]1[CH:19]=[CH:18][CH:17]=[CH:16][C:11]=1[C:12]([O:14][CH3:15])=[O:13])(=[O:31])=[O:30]. The yield is 0.740.